From a dataset of NCI-60 drug combinations with 297,098 pairs across 59 cell lines. Regression. Given two drug SMILES strings and cell line genomic features, predict the synergy score measuring deviation from expected non-interaction effect. (1) Drug 1: CC1=C(C(=CC=C1)Cl)NC(=O)C2=CN=C(S2)NC3=CC(=NC(=N3)C)N4CCN(CC4)CCO. Drug 2: CN1C2=C(C=C(C=C2)N(CCCl)CCCl)N=C1CCCC(=O)O.Cl. Cell line: NCI-H522. Synergy scores: CSS=12.1, Synergy_ZIP=-5.30, Synergy_Bliss=3.25, Synergy_Loewe=-7.88, Synergy_HSA=2.12. (2) Drug 1: C(=O)(N)NO. Drug 2: C1CC(=O)NC(=O)C1N2C(=O)C3=CC=CC=C3C2=O. Cell line: SNB-75. Synergy scores: CSS=0.793, Synergy_ZIP=-1.30, Synergy_Bliss=-1.75, Synergy_Loewe=-2.33, Synergy_HSA=-1.78. (3) Drug 1: CC1OCC2C(O1)C(C(C(O2)OC3C4COC(=O)C4C(C5=CC6=C(C=C35)OCO6)C7=CC(=C(C(=C7)OC)O)OC)O)O. Drug 2: CC12CCC3C(C1CCC2O)C(CC4=C3C=CC(=C4)O)CCCCCCCCCS(=O)CCCC(C(F)(F)F)(F)F. Cell line: HOP-62. Synergy scores: CSS=28.6, Synergy_ZIP=-0.101, Synergy_Bliss=0.803, Synergy_Loewe=-7.81, Synergy_HSA=1.35. (4) Drug 1: CN1C2=C(C=C(C=C2)N(CCCl)CCCl)N=C1CCCC(=O)O.Cl. Drug 2: C1=NC2=C(N=C(N=C2N1C3C(C(C(O3)CO)O)F)Cl)N. Cell line: CCRF-CEM. Synergy scores: CSS=11.4, Synergy_ZIP=-0.478, Synergy_Bliss=-1.28, Synergy_Loewe=-63.8, Synergy_HSA=-2.82. (5) Drug 1: C1=NC2=C(N=C(N=C2N1C3C(C(C(O3)CO)O)F)Cl)N. Drug 2: CCC1(CC2CC(C3=C(CCN(C2)C1)C4=CC=CC=C4N3)(C5=C(C=C6C(=C5)C78CCN9C7C(C=CC9)(C(C(C8N6C)(C(=O)OC)O)OC(=O)C)CC)OC)C(=O)OC)O.OS(=O)(=O)O. Cell line: MDA-MB-231. Synergy scores: CSS=0.185, Synergy_ZIP=-2.55, Synergy_Bliss=-5.88, Synergy_Loewe=-1.33, Synergy_HSA=-3.13. (6) Drug 1: CC1=C(C(=CC=C1)Cl)NC(=O)C2=CN=C(S2)NC3=CC(=NC(=N3)C)N4CCN(CC4)CCO. Drug 2: CCN(CC)CCCC(C)NC1=C2C=C(C=CC2=NC3=C1C=CC(=C3)Cl)OC. Cell line: NCI-H522. Synergy scores: CSS=33.6, Synergy_ZIP=-10.2, Synergy_Bliss=-4.18, Synergy_Loewe=-17.7, Synergy_HSA=-0.467. (7) Drug 1: CCC1(C2=C(COC1=O)C(=O)N3CC4=CC5=C(C=CC(=C5CN(C)C)O)N=C4C3=C2)O.Cl. Drug 2: COCCOC1=C(C=C2C(=C1)C(=NC=N2)NC3=CC=CC(=C3)C#C)OCCOC.Cl. Cell line: M14. Synergy scores: CSS=59.1, Synergy_ZIP=-3.12, Synergy_Bliss=-3.32, Synergy_Loewe=-49.5, Synergy_HSA=-2.05. (8) Drug 1: CC12CCC3C(C1CCC2O)C(CC4=C3C=CC(=C4)O)CCCCCCCCCS(=O)CCCC(C(F)(F)F)(F)F. Drug 2: C1=CN(C=N1)CC(O)(P(=O)(O)O)P(=O)(O)O. Cell line: SK-MEL-5. Synergy scores: CSS=-3.09, Synergy_ZIP=1.23, Synergy_Bliss=-1.34, Synergy_Loewe=-4.73, Synergy_HSA=-4.52. (9) Drug 1: C1=NC2=C(N1)C(=S)N=C(N2)N. Drug 2: CCCCCOC(=O)NC1=NC(=O)N(C=C1F)C2C(C(C(O2)C)O)O. Cell line: HT29. Synergy scores: CSS=31.9, Synergy_ZIP=-0.457, Synergy_Bliss=0.418, Synergy_Loewe=-27.7, Synergy_HSA=-2.09.